This data is from Acute oral toxicity (LD50) regression data from Zhu et al.. The task is: Regression/Classification. Given a drug SMILES string, predict its toxicity properties. Task type varies by dataset: regression for continuous values (e.g., LD50, hERG inhibition percentage) or binary classification for toxic/non-toxic outcomes (e.g., AMES mutagenicity, cardiotoxicity, hepatotoxicity). Dataset: ld50_zhu. (1) The molecule is CCCCN(C)C(=O)Nc1ccc(Cl)c(Cl)c1. The rat oral LD50 is 2.40, given as -log10 of the dose in mol/kg body weight (higher means more acutely toxic). (2) The drug is Nc1ncc2nc[nH]c2n1. The rat oral LD50 is 2.27, given as -log10 of the dose in mol/kg body weight (higher means more acutely toxic). (3) The compound is COC(=O)Nc1nc2ccccc2n1C(=O)NCCCCCC#N. The rat oral LD50 is 2.12, given as -log10 of the dose in mol/kg body weight (higher means more acutely toxic). (4) The compound is CCC1C(=O)N(c2ccccc2)N(c2ccccc2)C1=O. The rat oral LD50 is 2.57, given as -log10 of the dose in mol/kg body weight (higher means more acutely toxic).